This data is from Reaction yield outcomes from USPTO patents with 853,638 reactions. The task is: Predict the reaction yield, written as a fraction of the theoretical maximum amount of product (1.0 means a 100% yield; for example, 0.34 means a 34% yield). (1) The reactants are [C:1]1([C:7]([C:12]2[CH:17]=[CH:16][CH:15]=[CH:14][CH:13]=2)([CH3:11])[C:8]([OH:10])=O)[CH:6]=[CH:5][CH:4]=[CH:3][CH:2]=1.[S:18]1[CH:22]=[CH:21][CH:20]=[C:19]1[CH2:23][CH2:24][NH2:25].C(N(CC)CC)C.CCN=C=NCCCN(C)C. The catalyst is C(Cl)Cl.CN(C1C=CN=CC=1)C. The product is [C:12]1([C:7]([C:1]2[CH:2]=[CH:3][CH:4]=[CH:5][CH:6]=2)([CH3:11])[C:8]([NH:25][CH2:24][CH2:23][C:19]2[S:18][CH:22]=[CH:21][CH:20]=2)=[O:10])[CH:17]=[CH:16][CH:15]=[CH:14][CH:13]=1. The yield is 0.400. (2) The reactants are [NH2:1][C@@H:2]1[CH2:7][CH2:6][C@H:5]([NH:8][C:9]2[CH:14]=[C:13]([N:15]([CH3:17])[CH3:16])[N:12]=[C:11]([CH3:18])[N:10]=2)[CH2:4][CH2:3]1.N1C=CC=CC=1.[F:25][C:26]([F:41])([F:40])[C:27]1[CH:28]=[C:29]([CH:33]=[C:34]([C:36]([F:39])([F:38])[F:37])[CH:35]=1)[C:30](Cl)=[O:31].[C:42]([OH:48])([C:44]([F:47])([F:46])[F:45])=[O:43]. The catalyst is CN(C=O)C.CS(C)=O. The product is [F:45][C:44]([F:47])([F:46])[C:42]([OH:48])=[O:43].[CH3:16][N:15]([CH3:17])[C:13]1[N:12]=[C:11]([CH3:18])[N:10]=[C:9]([NH:8][C@@H:5]2[CH2:4][CH2:3][C@H:2]([NH:1][C:30](=[O:31])[C:29]3[CH:33]=[C:34]([C:36]([F:37])([F:38])[F:39])[CH:35]=[C:27]([C:26]([F:25])([F:40])[F:41])[CH:28]=3)[CH2:7][CH2:6]2)[CH:14]=1. The yield is 0.170. (3) The reactants are [CH:1]1([N:4]2[C:8]3[CH:9]=[CH:10][CH:11]=[CH:12][C:7]=3[N:6]([CH2:13][CH2:14][CH2:15][N:16]3[CH2:47][CH2:46][C:19]4([N:23]([C:24]5[CH:29]=[CH:28][C:27]([F:30])=[CH:26][CH:25]=5)[CH2:22][N:21]([CH2:31][C:32]5[CH:33]=[C:34]([CH:42]=[CH:43][CH:44]=5)[C:35]([O:37]C(C)(C)C)=[O:36])[C:20]4=[O:45])[CH2:18][CH2:17]3)[C:5]2=[O:48])[CH2:3][CH2:2]1. The catalyst is Cl.O1CCOCC1. The product is [CH:1]1([N:4]2[C:8]3[CH:9]=[CH:10][CH:11]=[CH:12][C:7]=3[N:6]([CH2:13][CH2:14][CH2:15][N:16]3[CH2:47][CH2:46][C:19]4([N:23]([C:24]5[CH:29]=[CH:28][C:27]([F:30])=[CH:26][CH:25]=5)[CH2:22][N:21]([CH2:31][C:32]5[CH:33]=[C:34]([CH:42]=[CH:43][CH:44]=5)[C:35]([OH:37])=[O:36])[C:20]4=[O:45])[CH2:18][CH2:17]3)[C:5]2=[O:48])[CH2:2][CH2:3]1. The yield is 0.364.